From a dataset of Forward reaction prediction with 1.9M reactions from USPTO patents (1976-2016). Predict the product of the given reaction. (1) The product is: [CH2:15]([S:19]([NH:1][C:2]1[CH:7]=[CH:6][CH:5]=[CH:4][CH:3]=1)(=[O:21])=[O:20])[CH2:16][CH2:17][CH3:18]. Given the reactants [NH2:1][C:2]1[CH:7]=[CH:6][CH:5]=[CH:4][CH:3]=1.C(N(CC)CC)C.[CH2:15]([S:19](Cl)(=[O:21])=[O:20])[CH2:16][CH2:17][CH3:18], predict the reaction product. (2) Given the reactants [F:1][C:2]([F:12])([F:11])[C:3]([C:5]1[CH:10]=[CH:9][CH:8]=[CH:7][CH:6]=1)=[O:4].[N+:13]([O-])([OH:15])=[O:14].[OH-].[Na+], predict the reaction product. The product is: [F:1][C:2]([F:11])([F:12])[C:3]([C:5]1[CH:10]=[CH:9][CH:8]=[C:7]([N+:13]([O-:15])=[O:14])[CH:6]=1)=[O:4]. (3) Given the reactants [CH:1]([C:4]1[CH:5]=[C:6]([C:13]2[C:21]([CH3:22])=[CH:20][CH:19]=[C:18]3[C:14]=2[CH:15]=[CH:16][CH2:17]3)[CH:7]=[C:8]([CH:10]([CH3:12])[CH3:11])[CH:9]=1)([CH3:3])[CH3:2].[Br:23]N1C(=O)CCC1=O.O.C1(C)C=CC(S(O)(=O)=O)=CC=1, predict the reaction product. The product is: [Br:23][C:16]1[CH2:17][C:18]2[C:14]([CH:15]=1)=[C:13]([C:6]1[CH:7]=[C:8]([CH:10]([CH3:12])[CH3:11])[CH:9]=[C:4]([CH:1]([CH3:2])[CH3:3])[CH:5]=1)[C:21]([CH3:22])=[CH:20][CH:19]=2. (4) Given the reactants [CH3:1][C:2](=[C:4]1[C:15](=[O:16])[C:7]2=[C:8]3[CH2:14][CH2:13][O:12][C:9]3=[N:10][CH:11]=[C:6]2[CH2:5]1)[CH3:3], predict the reaction product. The product is: [CH:2]([CH:4]1[C:15](=[O:16])[C:7]2=[C:8]3[CH2:14][CH2:13][O:12][C:9]3=[N:10][CH:11]=[C:6]2[CH2:5]1)([CH3:3])[CH3:1]. (5) Given the reactants [C:1]([C:3]1[CH:4]=[CH:5][C:6]([N:10]2[C@@H:14]([CH:15]3[CH2:19][CH2:18][CH2:17][CH2:16]3)[CH2:13][C:12]([C:20]3[CH:29]=[CH:28][C:23]([C:24]([O:26]C)=[O:25])=[C:22]([O:30][CH3:31])[N:21]=3)=[N:11]2)=[N:7][C:8]=1[CH3:9])#[N:2].[OH-].[Li+].Cl, predict the reaction product. The product is: [C:1]([C:3]1[CH:4]=[CH:5][C:6]([N:10]2[CH:14]([CH:15]3[CH2:19][CH2:18][CH2:17][CH2:16]3)[CH2:13][C:12]([C:20]3[CH:29]=[CH:28][C:23]([C:24]([OH:26])=[O:25])=[C:22]([O:30][CH3:31])[N:21]=3)=[N:11]2)=[N:7][C:8]=1[CH3:9])#[N:2]. (6) Given the reactants [CH:1]1([C:5]2[O:9][N:8]=[C:7]([C:10]3[C:15]([Cl:16])=[CH:14][CH:13]=[CH:12][C:11]=3[Cl:17])[C:6]=2[CH2:18][OH:19])[CH2:4][CH2:3][CH2:2]1.O[C:21]1[CH:26]=[CH:25][C:24]([C:27]2[CH:28]=[C:29]3[C:34](=[CH:35][CH:36]=2)[N:33]=[C:32]([C:37]([O:39][CH3:40])=[O:38])[CH:31]=[CH:30]3)=[CH:23][CH:22]=1.C1(P(C2C=CC=CC=2)C2C=CC=CC=2)C=CC=CC=1.N(C(OC(C)C)=O)=NC(OC(C)C)=O, predict the reaction product. The product is: [CH:1]1([C:5]2[O:9][N:8]=[C:7]([C:10]3[C:11]([Cl:17])=[CH:12][CH:13]=[CH:14][C:15]=3[Cl:16])[C:6]=2[CH2:18][O:19][C:21]2[CH:22]=[CH:23][C:24]([C:27]3[CH:28]=[C:29]4[C:34](=[CH:35][CH:36]=3)[N:33]=[C:32]([C:37]([O:39][CH3:40])=[O:38])[CH:31]=[CH:30]4)=[CH:25][CH:26]=2)[CH2:2][CH2:3][CH2:4]1.